This data is from Peptide-MHC class I binding affinity with 185,985 pairs from IEDB/IMGT. The task is: Regression. Given a peptide amino acid sequence and an MHC pseudo amino acid sequence, predict their binding affinity value. This is MHC class I binding data. (1) The peptide sequence is GPSHKARVL. The MHC is HLA-C06:02 with pseudo-sequence HLA-C06:02. The binding affinity (normalized) is 0. (2) The peptide sequence is GLMWLSYFV. The MHC is HLA-A02:03 with pseudo-sequence HLA-A02:03. The binding affinity (normalized) is 0.863.